This data is from Reaction yield outcomes from USPTO patents with 853,638 reactions. The task is: Predict the reaction yield, written as a fraction of the theoretical maximum amount of product (1.0 means a 100% yield; for example, 0.34 means a 34% yield). (1) The reactants are [CH3:1][C:2]([NH2:10])([C:4]1[CH:9]=[CH:8][CH:7]=[CH:6][N:5]=1)[CH3:3].[CH3:11][C:12]1[C:13]([CH:19]=O)=[N:14][CH:15]=[C:16]([CH3:18])[CH:17]=1.[BH-](OC(C)=O)(OC(C)=O)OC(C)=O.[Na+]. The catalyst is C(Cl)Cl. The product is [CH3:11][C:12]1[C:13]([CH2:19][NH:10][C:2]([CH3:3])([C:4]2[CH:9]=[CH:8][CH:7]=[CH:6][N:5]=2)[CH3:1])=[N:14][CH:15]=[C:16]([CH3:18])[CH:17]=1. The yield is 0.360. (2) The reactants are Cl.[NH2:2][CH2:3][C:4]([CH3:7])([SH:6])[CH3:5].C(N(CC)CC)C.[CH:15]1[C:25]2[C:24]3[CH:26]=[CH:27][CH:28]=[CH:29][C:23]=3[C:22](=[O:30])[O:21][C:20](=[O:31])[C:19]=2[CH:18]=[CH:17][CH:16]=1.Cl. The catalyst is C(Cl)Cl. The product is [CH3:5][C:4]([SH:6])([CH3:7])[CH2:3][NH:2][C:22]([C:23]1[CH:29]=[CH:28][CH:27]=[CH:26][C:24]=1[C:25]1[CH:15]=[CH:16][CH:17]=[CH:18][C:19]=1[C:20]([OH:31])=[O:21])=[O:30]. The yield is 0.989. (3) The yield is 0.420. The catalyst is CN(C=O)C.CCOCC. The reactants are [C:1](Cl)(=[O:3])[CH3:2].C(O)=O.[CH3:8][N:9]1[C:18]2[C:13](=[CH:14][CH:15]=[CH:16][CH:17]=2)[C:12](=[O:19])[N:11]([CH2:20][CH2:21][NH:22][CH2:23][C@H:24]2[O:28][C:27](=[O:29])[N:26]([C:30]3[CH:31]=[CH:32][C:33]4[S:34][CH2:35][C:36](=[O:40])[NH:37][C:38]=4[N:39]=3)[CH2:25]2)[C:10]1=[O:41]. The product is [CH3:8][N:9]1[C:18]2[C:13](=[CH:14][CH:15]=[CH:16][CH:17]=2)[C:12](=[O:19])[N:11]([CH2:20][CH2:21][N:22]([CH2:23][C@H:24]2[O:28][C:27](=[O:29])[N:26]([C:30]3[CH:31]=[CH:32][C:33]4[S:34][CH2:35][C:36](=[O:40])[NH:37][C:38]=4[N:39]=3)[CH2:25]2)[C:1](=[O:3])[CH3:2])[C:10]1=[O:41].